From a dataset of Forward reaction prediction with 1.9M reactions from USPTO patents (1976-2016). Predict the product of the given reaction. Given the reactants [C:1]([C:5]1[CH2:10][CH2:9][CH:8]([C:11]([O:13]C)=[O:12])[CH2:7][C:6]=1[C:15]([O:17]C)=[O:16])([O:3]C)=[O:2], predict the reaction product. The product is: [C:1]([C:5]1[CH2:10][CH2:9][CH:8]([C:11]([OH:13])=[O:12])[CH2:7][C:6]=1[C:15]([OH:17])=[O:16])([OH:3])=[O:2].